From a dataset of Reaction yield outcomes from USPTO patents with 853,638 reactions. Predict the reaction yield, written as a fraction of the theoretical maximum amount of product (1.0 means a 100% yield; for example, 0.34 means a 34% yield). (1) The reactants are C(O[C:5](=[O:7])[CH3:6])(=O)C.[NH:8]1[CH:12]=[C:11]([NH2:13])[CH:10]=[N:9]1. No catalyst specified. The product is [NH:8]1[CH:12]=[C:11]([NH:13][C:5](=[O:7])[CH3:6])[CH:10]=[N:9]1. The yield is 0.540. (2) The reactants are [CH3:1][Si:2]([CH3:13])([CH3:12])[CH2:3][CH2:4][O:5][CH2:6][N:7]1[CH:11]=[CH:10][N:9]=[CH:8]1.C([Li])CCC.[I:19]I.S([O-])([O-])=O.[Na+].[Na+]. The catalyst is O1CCCC1.C(OCC)(=O)C.O. The product is [I:19][C:8]1[N:7]([CH2:6][O:5][CH2:4][CH2:3][Si:2]([CH3:13])([CH3:12])[CH3:1])[CH:11]=[CH:10][N:9]=1. The yield is 0.340. (3) The reactants are C([N:8]1[C:13](=[O:14])[C:12]2[C:15]([NH:21][C:22]3[CH:27]=[CH:26][C:25]([N+:28]([O-])=O)=[CH:24][C:23]=3[F:31])=[CH:16][C:17](=[O:20])[N:18]([CH3:19])[C:11]=2[N:10]=[CH:9]1)C1C=CC=CC=1.C([O-])=O.[NH4+]. The catalyst is O1CCOCC1.[OH-].[Pd+2].[OH-]. The product is [NH2:28][C:25]1[CH:26]=[CH:27][C:22]([NH:21][C:15]2[C:12]3[C:13](=[O:14])[NH:8][CH:9]=[N:10][C:11]=3[N:18]([CH3:19])[C:17](=[O:20])[CH:16]=2)=[C:23]([F:31])[CH:24]=1. The yield is 0.650. (4) The yield is 0.780. The product is [F:1][C:2]1[CH:25]=[CH:24][CH:23]=[C:22]([O:26][CH3:27])[C:3]=1[O:4][C:5]1[CH:10]=[CH:9][C:8]([CH2:11][N:28]2[CH2:33][CH2:32][O:31][CH2:30][CH2:29]2)=[CH:7][C:6]=1[NH:13][C:14]([NH:16][C:17]1[S:18][CH:19]=[CH:20][N:21]=1)=[O:15]. No catalyst specified. The reactants are [F:1][C:2]1[CH:25]=[CH:24][CH:23]=[C:22]([O:26][CH3:27])[C:3]=1[O:4][C:5]1[CH:10]=[CH:9][C:8]([CH:11]=O)=[CH:7][C:6]=1[NH:13][C:14]([NH:16][C:17]1[S:18][CH:19]=[CH:20][N:21]=1)=[O:15].[NH:28]1[CH2:33][CH2:32][O:31][CH2:30][CH2:29]1. (5) The reactants are C[O:2][C:3]1[CH:4]=[C:5]2[C:10](=[CH:11][C:12]=1[CH3:13])[CH:9]=[N:8][CH:7]=[CH:6]2.C[S-].[Na+]. The catalyst is CN(C)C=O. The product is [OH:2][C:3]1[CH:4]=[C:5]2[C:10](=[CH:11][C:12]=1[CH3:13])[CH:9]=[N:8][CH:7]=[CH:6]2. The yield is 0.0100. (6) The reactants are [NH2:1][C:2]1[CH:3]=[C:4]2[C:9](=[CH:10][CH:11]=1)[N:8]=[CH:7][C:6]([C:12]#[N:13])=[C:5]2[NH:14][C:15]1[CH:20]=[CH:19][C:18]([F:21])=[C:17]([Cl:22])[CH:16]=1.[C:23]([O:27][C:28](=[O:40])[CH2:29][O:30][C:31]1[CH:36]=[CH:35][C:34]([Br:37])=[CH:33][C:32]=1[CH:38]=O)([CH3:26])([CH3:25])[CH3:24].[BH3-]C#N.[Na+]. The catalyst is CCO. The product is [C:23]([O:27][C:28](=[O:40])[CH2:29][O:30][C:31]1[CH:36]=[CH:35][C:34]([Br:37])=[CH:33][C:32]=1[CH2:38][NH:1][C:2]1[CH:3]=[C:4]2[C:9](=[CH:10][CH:11]=1)[N:8]=[CH:7][C:6]([C:12]#[N:13])=[C:5]2[NH:14][C:15]1[CH:20]=[CH:19][C:18]([F:21])=[C:17]([Cl:22])[CH:16]=1)([CH3:26])([CH3:25])[CH3:24]. The yield is 0.380. (7) The reactants are [Cl:1][C:2]1[C:3]([O:12][C:13]2[CH:18]=[C:17]([O:19][CH:20]([CH3:22])[CH3:21])[CH:16]=[CH:15][C:14]=2[CH2:23][CH2:24][CH2:25][OH:26])=[N:4][CH:5]=[C:6]([C:8]([F:11])([F:10])[F:9])[CH:7]=1.Cl[S:28]([N:31]=[C:32]=[O:33])(=[O:30])=[O:29].[CH3:34][O:35][CH2:36][CH2:37][CH2:38][NH2:39].Cl. The catalyst is C(#N)C.N1C=CC=CC=1. The product is [CH3:34][O:35][CH2:36][CH2:37][CH2:38][NH:39][S:28]([NH:31][C:32](=[O:33])[O:26][CH2:25][CH2:24][CH2:23][C:14]1[CH:15]=[CH:16][C:17]([O:19][CH:20]([CH3:21])[CH3:22])=[CH:18][C:13]=1[O:12][C:3]1[C:2]([Cl:1])=[CH:7][C:6]([C:8]([F:11])([F:10])[F:9])=[CH:5][N:4]=1)(=[O:30])=[O:29]. The yield is 0.740. (8) The reactants are [S:1]1[CH:5]=[C:4]([C:6]([O-:8])=O)[N:3]=[C:2]1[C:9]([O:11][CH2:12][CH3:13])=[O:10].[NH2:14][C@H:15]([CH3:31])[CH2:16][N:17]1[CH:21]=[CH:20][C:19]([C:22]2[CH:29]=[CH:28][C:25]([C:26]#[N:27])=[C:24]([Cl:30])[CH:23]=2)=[N:18]1. No catalyst specified. The product is [Cl:30][C:24]1[CH:23]=[C:22]([C:19]2[CH:20]=[CH:21][N:17]([CH2:16][C@H:15]([NH:14][C:6]([C:4]3[N:3]=[C:2]([C:9]([O:11][CH2:12][CH3:13])=[O:10])[S:1][CH:5]=3)=[O:8])[CH3:31])[N:18]=2)[CH:29]=[CH:28][C:25]=1[C:26]#[N:27]. The yield is 0.663.